From a dataset of Forward reaction prediction with 1.9M reactions from USPTO patents (1976-2016). Predict the product of the given reaction. (1) Given the reactants [CH3:1][N:2]([CH3:33])[C:3]1([C:27]2[CH:32]=[CH:31][CH:30]=[CH:29][CH:28]=2)[CH2:8][CH2:7][CH:6]([CH2:9][C:10]([N:12]2[CH2:17][CH2:16][CH2:15][CH:14]([C:18]3[C:26]4[C:21](=[CH:22][CH:23]=[CH:24][CH:25]=4)[NH:20][CH:19]=3)[CH2:13]2)=[O:11])[CH2:5][CH2:4]1.[Cl:34][Si](C)(C)C, predict the reaction product. The product is: [ClH:34].[CH3:33][N:2]([CH3:1])[C:3]1([C:27]2[CH:28]=[CH:29][CH:30]=[CH:31][CH:32]=2)[CH2:8][CH2:7][CH:6]([CH2:9][C:10]([N:12]2[CH2:17][CH2:16][CH2:15][CH:14]([C:18]3[C:26]4[C:21](=[CH:22][CH:23]=[CH:24][CH:25]=4)[NH:20][CH:19]=3)[CH2:13]2)=[O:11])[CH2:5][CH2:4]1. (2) Given the reactants [CH3:1][NH:2][C:3]([C:5]1[CH:10]=[C:9]([O:11][C:12]2[CH:34]=[CH:33][C:15]3[N:16]=[C:17]([NH:19][C@H:20]4[CH2:25][CH2:24][CH2:23][N:22](C(OC(C)(C)C)=O)[CH2:21]4)[S:18][C:14]=3[CH:13]=2)[CH:8]=[CH:7][N:6]=1)=[O:4].O1CCOCC1, predict the reaction product. The product is: [CH3:1][NH:2][C:3](=[O:4])[C:5]1[CH:10]=[C:9]([O:11][C:12]2[CH:34]=[CH:33][C:15]3[N:16]=[C:17]([NH:19][C@H:20]4[CH2:25][CH2:24][CH2:23][NH:22][CH2:21]4)[S:18][C:14]=3[CH:13]=2)[CH:8]=[CH:7][N:6]=1.